Predict the product of the given reaction. From a dataset of Forward reaction prediction with 1.9M reactions from USPTO patents (1976-2016). (1) Given the reactants [O:1]=[S:2]1(=[O:33])[C:6]2[CH:7]=[CH:8][CH:9]=[CH:10][C:5]=2[C:4]([NH:11][C@@H:12]([CH2:17][C:18]2[CH:23]=[CH:22][C:21]([O:24][CH2:25][C:26]3[C:27]([CH3:32])=[N:28][O:29][C:30]=3[CH3:31])=[CH:20][CH:19]=2)[C:13]([O:15]C)=[O:14])=[N:3]1.[Li+].[OH-].Cl.O, predict the reaction product. The product is: [O:33]=[S:2]1(=[O:1])[C:6]2[CH:7]=[CH:8][CH:9]=[CH:10][C:5]=2[C:4]([NH:11][C@@H:12]([CH2:17][C:18]2[CH:23]=[CH:22][C:21]([O:24][CH2:25][C:26]3[C:27]([CH3:32])=[N:28][O:29][C:30]=3[CH3:31])=[CH:20][CH:19]=2)[C:13]([OH:15])=[O:14])=[N:3]1. (2) Given the reactants [C:1]([O:5][C:6](=[O:33])[NH:7][CH:8]1[CH2:13][CH2:12][CH:11]([NH:14][C:15]2[C:16]3[N:17]([C:21]([C:24]4[CH:29]=[CH:28][N:27]=[C:26](S(C)=O)[N:25]=4)=[CH:22][N:23]=3)[CH:18]=[CH:19][N:20]=2)[CH2:10][CH2:9]1)([CH3:4])([CH3:3])[CH3:2].[Cl:34][C:35]1[CH:36]=[C:37]([CH:40]=[CH:41][CH:42]=1)[CH2:38][NH2:39], predict the reaction product. The product is: [C:1]([O:5][C:6](=[O:33])[NH:7][CH:8]1[CH2:13][CH2:12][CH:11]([NH:14][C:15]2[C:16]3[N:17]([C:21]([C:24]4[CH:29]=[CH:28][N:27]=[C:26]([NH:39][CH2:38][C:37]5[CH:40]=[CH:41][CH:42]=[C:35]([Cl:34])[CH:36]=5)[N:25]=4)=[CH:22][N:23]=3)[CH:18]=[CH:19][N:20]=2)[CH2:10][CH2:9]1)([CH3:4])([CH3:3])[CH3:2].